From a dataset of Forward reaction prediction with 1.9M reactions from USPTO patents (1976-2016). Predict the product of the given reaction. (1) Given the reactants [CH:1]1([CH2:4][C:5]([OH:7])=O)[CH2:3][CH2:2]1.[CH3:8][O:9][C:10](=[O:25])[C@H:11]([CH2:18][C:19]1[CH:24]=[CH:23][CH:22]=[CH:21][CH:20]=1)[NH:12][C:13](=[O:17])[C@H:14]([CH3:16])[NH2:15], predict the reaction product. The product is: [CH3:8][O:9][C:10](=[O:25])[C@H:11]([CH2:18][C:19]1[CH:24]=[CH:23][CH:22]=[CH:21][CH:20]=1)[NH:12][C:13](=[O:17])[C@H:14]([CH3:16])[NH:15][C:5](=[O:7])[CH2:4][CH:1]1[CH2:2][CH2:3]1. (2) Given the reactants Cl[C:2]1[N:7]=[C:6]([C:8]([NH:10][OH:11])=[NH:9])[CH:5]=[C:4]([CH3:12])[N:3]=1.[CH2:13]([NH2:16])[CH2:14][CH3:15].C([O-])([O-])=O.[Na+].[Na+], predict the reaction product. The product is: [OH:11][NH:10][C:8]([C:6]1[CH:5]=[C:4]([CH3:12])[N:3]=[C:2]([NH:16][CH2:13][CH2:14][CH3:15])[N:7]=1)=[NH:9]. (3) Given the reactants [CH2:1]([O:4][N:5]=[C:6]1[CH2:10][N:9]([C:11]([O:13]C(C)(C)C)=O)[C@H:8]([C:18]([OH:20])=O)[CH2:7]1)[CH:2]=[CH2:3].[CH3:21][N:22]([CH3:29])[CH2:23][CH2:24][CH2:25]C(Cl)=O.[CH2:30]([N:32]1[C:44]2[CH:43]=[CH:42][C:41]([NH2:45])=[CH:40][C:39]=2[C:38]2[C:33]1=[CH:34][CH:35]=[CH:36][CH:37]=2)[CH3:31], predict the reaction product. The product is: [CH2:1]([O:4][N:5]=[C:6]1[CH2:10][N:9]([C:11](=[O:13])[CH2:25][CH2:24][CH2:23][N:22]([CH3:29])[CH3:21])[C@H:8]([C:18]([NH:45][C:41]2[CH:42]=[CH:43][C:44]3[N:32]([CH2:30][CH3:31])[C:33]4[C:38]([C:39]=3[CH:40]=2)=[CH:37][CH:36]=[CH:35][CH:34]=4)=[O:20])[CH2:7]1)[CH:2]=[CH2:3]. (4) Given the reactants [Cl:1][C:2]1[C:11]([CH:12]=O)=[CH:10][C:9]2[C:4](=[CH:5][CH:6]=[C:7]([O:14][CH3:15])[CH:8]=2)[N:3]=1.[N:16]1([CH2:25][C:26]#[N:27])[C:20]2[CH:21]=[CH:22][CH:23]=[CH:24][C:19]=2[N:18]=[N:17]1, predict the reaction product. The product is: [N:16]1(/[C:25](=[CH:12]/[C:11]2[C:2]([Cl:1])=[N:3][C:4]3[C:9]([CH:10]=2)=[CH:8][C:7]([O:14][CH3:15])=[CH:6][CH:5]=3)/[C:26]#[N:27])[C:20]2[CH:21]=[CH:22][CH:23]=[CH:24][C:19]=2[N:18]=[N:17]1. (5) The product is: [OH:29][N:30]=[C:31]1[C:39]2[C:34](=[CH:35][C:36]([NH:40][C:41]3[N:1]4[CH:6]=[CH:5][N:4]=[CH:3][C:2]4=[N:7][C:8]=3[C:10]3[CH:21]=[CH:20][C:13]([O:14][CH2:15][C:16]([NH:18][CH3:19])=[O:17])=[CH:12][CH:11]=3)=[CH:37][CH:38]=2)[CH2:33][CH2:32]1. Given the reactants [N:1]1[CH:6]=[CH:5][N:4]=[CH:3][C:2]=1[NH2:7].[CH:8]([C:10]1[CH:21]=[CH:20][C:13]([O:14][CH2:15][C:16]([NH:18][CH3:19])=[O:17])=[CH:12][CH:11]=1)=O.[Si]([O:29][N:30]=[C:31]1[C:39]2[C:34](=[CH:35][C:36]([N+:40]#[C-:41])=[CH:37][CH:38]=2)[CH2:33][CH2:32]1)(C(C)(C)C)(C)C, predict the reaction product.